Dataset: Reaction yield outcomes from USPTO patents with 853,638 reactions. Task: Predict the reaction yield, written as a fraction of the theoretical maximum amount of product (1.0 means a 100% yield; for example, 0.34 means a 34% yield). The reactants are [Cl:1][C:2]1[C:11]([N:12]2[CH:16]=[CH:15][CH:14]=[N:13]2)=[CH:10][CH:9]=[CH:8][C:3]=1[C:4](OC)=[O:5].[NH3:17]. The catalyst is CO. The product is [Cl:1][C:2]1[C:11]([N:12]2[CH:16]=[CH:15][CH:14]=[N:13]2)=[CH:10][CH:9]=[CH:8][C:3]=1[C:4]([NH2:17])=[O:5]. The yield is 0.510.